From a dataset of CYP2C19 inhibition data for predicting drug metabolism from PubChem BioAssay. Regression/Classification. Given a drug SMILES string, predict its absorption, distribution, metabolism, or excretion properties. Task type varies by dataset: regression for continuous measurements (e.g., permeability, clearance, half-life) or binary classification for categorical outcomes (e.g., BBB penetration, CYP inhibition). Dataset: cyp2c19_veith. (1) The drug is COc1cc(OC)c(C2C(C(=O)O)c3ccccc3C(=O)N2C)cc1OC. The result is 0 (non-inhibitor). (2) The molecule is CC1=C(/C=C\C(=O)O)C(C)(C)CCC1. The result is 0 (non-inhibitor). (3) The drug is COc1cccc(Nc2ncc3nc(CCc4ccccc4)c(=O)n(C)c3n2)c1. The result is 1 (inhibitor). (4) The molecule is O=C(Nc1ccc(-c2nc3ccccc3o2)cc1)c1ccc(N2CCOCC2)c([N+](=O)[O-])c1. The result is 1 (inhibitor). (5) The compound is Cl.N#Cc1ccc(C(c2nnnn2Cc2ccccc2)N2CCCC2)cc1. The result is 1 (inhibitor). (6) The drug is c1ccc2cc(C3=NCCN3)ncc2c1. The result is 0 (non-inhibitor). (7) The compound is CN(C)Cc1ccccc1-c1nccc(NC2CC2)n1. The result is 0 (non-inhibitor).